Dataset: Forward reaction prediction with 1.9M reactions from USPTO patents (1976-2016). Task: Predict the product of the given reaction. Given the reactants [NH2:1][C:2]1[C:7]2[C:8]([C:11]3[CH:16]=[CH:15][C:14]([NH:17][C:18]([C:20]4[N:21]([CH3:29])[C:22]5[C:27]([CH:28]=4)=[CH:26][CH:25]=[CH:24][CH:23]=5)=[O:19])=[C:13]([O:30][CH3:31])[CH:12]=3)=[CH:9][S:10][C:6]=2[C:5]([C:32]([NH:34][CH2:35][CH:36]2[CH2:41][CH2:40][CH2:39][CH2:38][NH:37]2)=[O:33])=[CH:4][N:3]=1.[C:42](O)(=[O:44])[CH3:43], predict the reaction product. The product is: [C:42]([N:37]1[CH2:38][CH2:39][CH2:40][CH2:41][CH:36]1[CH2:35][NH:34][C:32]([C:5]1[C:6]2[S:10][CH:9]=[C:8]([C:11]3[CH:16]=[CH:15][C:14]([NH:17][C:18]([C:20]4[N:21]([CH3:29])[C:22]5[C:27]([CH:28]=4)=[CH:26][CH:25]=[CH:24][CH:23]=5)=[O:19])=[C:13]([O:30][CH3:31])[CH:12]=3)[C:7]=2[C:2]([NH2:1])=[N:3][CH:4]=1)=[O:33])(=[O:44])[CH3:43].